Predict the product of the given reaction. From a dataset of Forward reaction prediction with 1.9M reactions from USPTO patents (1976-2016). Given the reactants Cl[CH2:2][C:3]([NH:5][C:6]1[CH:11]=[CH:10][CH:9]=[CH:8][C:7]=1[O:12][CH3:13])=[O:4].ClC1C=CC(C2C(=S)NC3(CCCCC3)N=2)=CC=1.[Cl:32][C:33]1[CH:38]=[CH:37][C:36]([C:39]2[C:40](=[O:49])[NH:41][C:42]3([CH2:48][CH2:47][CH2:46][CH2:45][CH2:44]3)[N:43]=2)=[CH:35][CH:34]=1, predict the reaction product. The product is: [Cl:32][C:33]1[CH:34]=[CH:35][C:36]([C:39]2[C:40](=[O:49])[N:41]([CH2:2][C:3]([NH:5][C:6]3[CH:11]=[CH:10][CH:9]=[CH:8][C:7]=3[O:12][CH3:13])=[O:4])[C:42]3([CH2:48][CH2:47][CH2:46][CH2:45][CH2:44]3)[N:43]=2)=[CH:37][CH:38]=1.